Dataset: Forward reaction prediction with 1.9M reactions from USPTO patents (1976-2016). Task: Predict the product of the given reaction. (1) Given the reactants [C:1]([F:8])([F:7])([F:6])[C:2](Cl)([Cl:4])[F:3].Cl.[CH2:10]([O:12]CC)C, predict the reaction product. The product is: [C:1]([C:2]([CH2:10][OH:12])([F:3])[Cl:4])([F:8])([F:7])[F:6]. (2) Given the reactants [OH:1][C:2]1[CH:3]=[C:4]([CH:9]=[CH:10][CH:11]=1)[C:5]([O:7][CH3:8])=[O:6].Cl[CH2:13][C@H:14]1[CH2:18][O:17][C:16]([CH3:20])([CH3:19])[O:15]1.C([O-])([O-])=O.[K+].[K+].Cl, predict the reaction product. The product is: [CH3:19][C:16]1([CH3:20])[O:15][C@@H:14]([CH2:13][O:1][C:2]2[CH:3]=[C:4]([CH:9]=[CH:10][CH:11]=2)[C:5]([O:7][CH3:8])=[O:6])[CH2:18][O:17]1. (3) Given the reactants [H-].[Na+].[C:3]([O:7][CH2:8][CH3:9])(=[O:6])[CH2:4][OH:5].[Br:10][CH2:11][CH2:12][CH2:13][CH2:14]Br.C(=O)(O)[O-].[Na+], predict the reaction product. The product is: [CH2:8]([O:7][C:3](=[O:6])[CH2:4][O:5][CH2:14][CH2:13][CH2:12][CH2:11][Br:10])[CH3:9].